Dataset: Full USPTO retrosynthesis dataset with 1.9M reactions from patents (1976-2016). Task: Predict the reactants needed to synthesize the given product. (1) Given the product [ClH:28].[CH3:1][N:2]([CH3:35])[C:3]1([C:29]2[CH:30]=[CH:31][CH:32]=[CH:33][CH:34]=2)[CH2:4][CH2:5][CH:6]([CH2:9][NH:10][C:11]([N:13]2[CH2:14][CH:15]=[C:16]([C:19]3[C:27]4[C:22](=[CH:23][CH:24]=[C:25]([Cl:28])[CH:26]=4)[NH:21][CH:20]=3)[CH2:17][CH2:18]2)=[O:12])[CH2:7][CH2:8]1.[CH3:1][N:2]([CH3:35])[C:3]1([C:29]2[CH:30]=[CH:31][CH:32]=[CH:33][CH:34]=2)[CH2:4][CH2:5][CH:6]([CH2:9][NH:10][C:11]([N:13]2[CH2:14][CH:15]=[C:16]([C:19]3[C:27]4[C:22](=[CH:23][CH:24]=[C:25]([Cl:28])[CH:26]=4)[NH:21][CH:20]=3)[CH2:17][CH2:18]2)=[O:12])[CH2:7][CH2:8]1, predict the reactants needed to synthesize it. The reactants are: [CH3:1][N:2]([CH3:35])[C:3]1([C:29]2[CH:34]=[CH:33][CH:32]=[CH:31][CH:30]=2)[CH2:8][CH2:7][CH:6]([CH2:9][NH:10][C:11]([N:13]2[CH2:18][CH:17]=[C:16]([C:19]3[C:27]4[C:22](=[CH:23][CH:24]=[C:25]([Cl:28])[CH:26]=4)[NH:21][CH:20]=3)[CH2:15][CH2:14]2)=[O:12])[CH2:5][CH2:4]1.Cl[Si](C)(C)C.C(OCC)C. (2) Given the product [ClH:55].[F:1][C:2]1[CH:3]=[C:4]([CH:51]=[C:52]([F:54])[CH:53]=1)[CH2:5][C@H:6]([NH:24][C:25]([C:27]1[C:28]2[CH2:29][CH2:30][N:31]([CH:44]([CH2:48][CH2:49][CH3:50])[CH2:45][CH2:46][CH3:47])[C:32](=[O:43])[C:33]=2[CH:34]=[C:35]([N:37]([CH3:42])[S:38]([CH3:41])(=[O:39])=[O:40])[CH:36]=1)=[O:26])[C@H:7]([OH:23])[CH2:8][NH:9][C:10]1([C:13]2[CH:18]=[CH:17][CH:16]=[C:15]([C:19]([F:22])([F:20])[F:21])[CH:14]=2)[CH2:12][CH2:11]1, predict the reactants needed to synthesize it. The reactants are: [F:1][C:2]1[CH:3]=[C:4]([CH:51]=[C:52]([F:54])[CH:53]=1)[CH2:5][C@H:6]([NH:24][C:25]([C:27]1[C:28]2[CH2:29][CH2:30][N:31]([CH:44]([CH2:48][CH2:49][CH3:50])[CH2:45][CH2:46][CH3:47])[C:32](=[O:43])[C:33]=2[CH:34]=[C:35]([N:37]([CH3:42])[S:38]([CH3:41])(=[O:40])=[O:39])[CH:36]=1)=[O:26])[C@H:7]([OH:23])[CH2:8][NH:9][C:10]1([C:13]2[CH:18]=[CH:17][CH:16]=[C:15]([C:19]([F:22])([F:21])[F:20])[CH:14]=2)[CH2:12][CH2:11]1.[ClH:55]. (3) Given the product [CH3:8][N:9]([C:22](=[O:23])[C:21]1[CH:25]=[CH:26][CH:27]=[CH:28][C:20]=1[C:12](=[O:19])[C:13]1[CH:14]=[CH:15][CH:16]=[CH:17][CH:18]=1)[O:10][CH3:11], predict the reactants needed to synthesize it. The reactants are: N1C=CC=CC=1.Cl.[CH3:8][NH:9][O:10][CH3:11].[C:12]([C:20]1[CH:28]=[CH:27][CH:26]=[CH:25][C:21]=1[C:22](Cl)=[O:23])(=[O:19])[C:13]1[CH:18]=[CH:17][CH:16]=[CH:15][CH:14]=1.O. (4) Given the product [C:1]([C:4]1[CH:5]=[C:6]([NH:10][C:11]([NH:13][C@@H:14]2[CH2:19][CH2:18][N:17]([C:42](=[O:47])[C:43]([CH3:46])([CH3:45])[CH3:44])[CH2:16][C@H:15]2[CH2:20][N:21]2[CH2:26][CH2:25][CH2:24][C@@H:23]([CH2:27][C:28]3[CH:29]=[CH:30][C:31]([F:34])=[CH:32][CH:33]=3)[CH2:22]2)=[O:12])[CH:7]=[CH:8][CH:9]=1)(=[O:3])[CH3:2], predict the reactants needed to synthesize it. The reactants are: [C:1]([C:4]1[CH:5]=[C:6]([NH:10][C:11]([NH:13][C@@H:14]2[CH2:19][CH2:18][NH:17][CH2:16][C@@H:15]2[CH2:20][N:21]2[CH2:26][CH2:25][CH2:24][C@@H:23]([CH2:27][C:28]3[CH:33]=[CH:32][C:31]([F:34])=[CH:30][CH:29]=3)[CH2:22]2)=[O:12])[CH:7]=[CH:8][CH:9]=1)(=[O:3])[CH3:2].C(N(CC)CC)C.[C:42](Cl)(=[O:47])[C:43]([CH3:46])([CH3:45])[CH3:44].